Dataset: Forward reaction prediction with 1.9M reactions from USPTO patents (1976-2016). Task: Predict the product of the given reaction. (1) Given the reactants C([O:3][C:4](=O)[CH2:5][CH2:6][C:7]1[CH:17]=[CH:16][C:10]([C:11]([O:13][CH2:14][CH3:15])=[O:12])=[CH:9][C:8]=1[N+:18]([O-])=O)C.C(N(CC)CC)C, predict the reaction product. The product is: [O:3]=[C:4]1[CH2:5][CH2:6][C:7]2[C:8](=[CH:9][C:10]([C:11]([O:13][CH2:14][CH3:15])=[O:12])=[CH:16][CH:17]=2)[NH:18]1. (2) Given the reactants [Na].[F:2][C:3]([F:7])([F:6])[CH2:4][OH:5].C[O:9][C:10](=[O:31])[C:11]1[CH:16]=[CH:15][C:14]([C:17]#[C:18][C:19]2[CH:24]=[CH:23][C:22]([CH2:25]NCCOC)=[CH:21][CH:20]=2)=[CH:13][CH:12]=1.[OH-].[Na+].OP(O)(O)=O, predict the reaction product. The product is: [F:2][C:3]([F:7])([F:6])[CH2:4][O:5][CH2:25][C:22]1[CH:21]=[CH:20][C:19]([C:18]#[C:17][C:14]2[CH:13]=[CH:12][C:11]([C:10]([OH:31])=[O:9])=[CH:16][CH:15]=2)=[CH:24][CH:23]=1. (3) Given the reactants [CH3:1][O:2][C:3](=[O:14])[C:4]1[CH:9]=[CH:8][C:7]([OH:10])=[C:6]([CH2:11][CH:12]=[CH2:13])[CH:5]=1.[CH3:15]I, predict the reaction product. The product is: [CH3:1][O:2][C:3](=[O:14])[C:4]1[CH:9]=[CH:8][C:7]([O:10][CH3:15])=[C:6]([CH2:11][CH:12]=[CH2:13])[CH:5]=1. (4) Given the reactants C(O[K])(C)(C)C.[CH3:7][O:8][C:9]1[CH:18]=[C:17]2[C:12]([CH:13]([C:25]3[CH:30]=[CH:29][C:28]([O:31]C(=O)C(C)(C)C)=[CH:27][CH:26]=3)[CH:14]([C:19]3[CH:24]=[CH:23][CH:22]=[CH:21][CH:20]=3)[CH:15]=[CH:16]2)=[CH:11][CH:10]=1.[Cl-].[NH4+], predict the reaction product. The product is: [OH:31][C:28]1[CH:27]=[CH:26][C:25]([C:13]2[C:12]3[C:17](=[CH:18][C:9]([O:8][CH3:7])=[CH:10][CH:11]=3)[CH2:16][CH2:15][C:14]=2[C:19]2[CH:20]=[CH:21][CH:22]=[CH:23][CH:24]=2)=[CH:30][CH:29]=1. (5) Given the reactants [OH:1][CH2:2][C:3]([NH:6][C:7]([NH:9][C:10]1[CH:15]=[CH:14][C:13]([N+:16]([O-:18])=[O:17])=[CH:12][CH:11]=1)=S)([CH3:5])[CH3:4].[OH-].[Na+].C1(C)C=CC(S(Cl)(=O)=O)=CC=1, predict the reaction product. The product is: [CH3:4][C:3]1([CH3:5])[CH2:2][O:1][C:7](=[N:9][C:10]2[CH:15]=[CH:14][C:13]([N+:16]([O-:18])=[O:17])=[CH:12][CH:11]=2)[NH:6]1. (6) The product is: [CH3:40][O:39][C:37]([C:36]1[N:34]=[CH:35][O:14][C:12]=1[C:11]1[CH:15]=[CH:16][CH:17]=[C:9]([C:8]([O:7][C:3]([CH3:4])([CH3:5])[CH3:6])=[O:18])[CH:10]=1)=[O:38]. Given the reactants N#N.[C:3]([O:7][C:8](=[O:18])[C:9]1[CH:17]=[CH:16][CH:15]=[C:11]([C:12]([OH:14])=O)[CH:10]=1)([CH3:6])([CH3:5])[CH3:4].O.C(=O)([O-])[O-].[K+].O.O.[K+].[K+].[K+].C(=O)([O-])[O-].[N+:34]([CH2:36][C:37]([O:39][CH3:40])=[O:38])#[C-:35].C1C=CC(P(N=[N+]=[N-])(C2C=CC=CC=2)=O)=CC=1, predict the reaction product. (7) Given the reactants [CH2:1]1[C:10]2[C:5](=[CH:6][C:7]([OH:12])=[CH:8][C:9]=2[OH:11])[O:4][C@H:3]([C:13]2[CH:20]=[C:19]3[C:21]([C@@H:27]4[O:36][C:35]5[C:30](=[C:31]([OH:38])[CH:32]=[C:33]([OH:37])[CH:34]=5)[CH2:29][C@@H:28]4[O:39][C:40]([C:42]4[CH:47]=[C:46]([OH:48])[C:45]([OH:49])=[C:44]([OH:50])[CH:43]=4)=[O:41])=[CH:22][C:23]([OH:26])=[C:24]([OH:25])[C:18]3=[C:17]([OH:51])[C:15](=[O:16])[CH:14]=2)[C@@H:2]1[OH:52].C1C2C(=CC(O)=CC=2O)[O:56][C@H:55]([C:65]2[CH:70]=[C:69]([OH:71])[C:68]([OH:72])=[C:67]([OH:73])[CH:66]=2)[C@@H]1[O:56][C:55]([C:65]1[CH:66]=[C:67]([OH:73])[C:68]([OH:72])=[C:69]([OH:71])[CH:70]=1)=O, predict the reaction product. The product is: [CH2:1]1[C:10]2[C:5](=[CH:6][C:7]([OH:12])=[CH:8][C:9]=2[OH:11])[O:4][C@H:3]([C:13]2[CH:20]=[C:19]3[C:21]([C@H:27]4[O:36][C:35]5[C:30](=[C:31]([OH:38])[CH:32]=[C:33]([OH:37])[CH:34]=5)[CH2:29][C@H:28]4[O:39][C:40]([C:42]4[CH:43]=[C:44]([OH:50])[C:45]([OH:49])=[C:46]([OH:48])[CH:47]=4)=[O:41])=[CH:22][C:23]([OH:26])=[C:24]([OH:25])[C:18]3=[C:17]([OH:51])[C:15](=[O:16])[CH:14]=2)[C@@H:2]1[O:52][C:55]([C:65]1[CH:66]=[C:67]([OH:73])[C:68]([OH:72])=[C:69]([OH:71])[CH:70]=1)=[O:56].